From a dataset of Full USPTO retrosynthesis dataset with 1.9M reactions from patents (1976-2016). Predict the reactants needed to synthesize the given product. Given the product [CH2:14]([O:13][C:11]1[CH:12]=[C:7]([N:26]([CH2:27][CH3:28])[CH2:24][CH3:25])[N:8]=[CH:9][N:10]=1)[C:15]#[C:16][CH3:17], predict the reactants needed to synthesize it. The reactants are: CN(C)C=O.Cl[C:7]1[CH:12]=[C:11]([O:13][CH2:14][C:15]#[C:16][CH3:17])[N:10]=[CH:9][N:8]=1.C(=O)([O-])[O-].[K+].[K+].[CH2:24]([NH:26][CH2:27][CH3:28])[CH3:25].